From a dataset of Full USPTO retrosynthesis dataset with 1.9M reactions from patents (1976-2016). Predict the reactants needed to synthesize the given product. (1) Given the product [C:3]([O:7][C:8]([NH:10][C@@H:11]([C:22]([OH:24])=[O:23])[CH2:12][C:13]1[C:21]2[C:16](=[CH:17][CH:18]=[CH:19][CH:20]=2)[N:15]([CH2:26][CH:27]2[CH2:30][CH2:29][CH2:28]2)[CH:14]=1)=[O:9])([CH3:6])([CH3:4])[CH3:5], predict the reactants needed to synthesize it. The reactants are: [H-].[Na+].[C:3]([O:7][C:8]([NH:10][C@@H:11]([C:22]([OH:24])=[O:23])[CH2:12][C:13]1[C:21]2[C:16](=[CH:17][CH:18]=[CH:19][CH:20]=2)[NH:15][CH:14]=1)=[O:9])([CH3:6])([CH3:5])[CH3:4].Br[CH2:26][CH:27]1[CH2:30][CH2:29][CH2:28]1. (2) Given the product [CH2:1]([O:8][C:9]1[C:10]2[CH:23]=[CH:22][CH:21]=[CH:20][C:11]=2[C:12]2[C@H:13]([CH2:18][Cl:19])[CH2:14][N:15]([C:32](=[O:33])[C:31]([F:42])([F:41])[F:30])[C:16]=2[CH:17]=1)[C:2]1[CH:3]=[CH:4][CH:5]=[CH:6][CH:7]=1, predict the reactants needed to synthesize it. The reactants are: [CH2:1]([O:8][C:9]1[C:10]2[CH:23]=[CH:22][CH:21]=[CH:20][C:11]=2[C:12]2[C@H:13]([CH2:18][Cl:19])[CH2:14][NH:15][C:16]=2[CH:17]=1)[C:2]1[CH:7]=[CH:6][CH:5]=[CH:4][CH:3]=1.N1C=CC=CC=1.[F:30][C:31]([F:42])([F:41])[C:32](O[C:32](=[O:33])[C:31]([F:42])([F:41])[F:30])=[O:33].C(OCC)(=O)C. (3) Given the product [F:14][C:15]1[CH:20]=[CH:19][C:18]([C:8]2[CH:9]=[CH:10][C:5]([C:4]([O:3][CH2:1][CH3:2])=[O:13])=[CH:6][C:7]=2[CH3:12])=[CH:17][CH:16]=1, predict the reactants needed to synthesize it. The reactants are: [CH2:1]([O:3][C:4](=[O:13])[C:5]1[CH:10]=[CH:9][C:8](Br)=[C:7]([CH3:12])[CH:6]=1)[CH3:2].[F:14][C:15]1[CH:20]=[CH:19][C:18](B(O)O)=[CH:17][CH:16]=1. (4) Given the product [Cl:1][C:2]1[C:10]([CH:21]=[O:22])=[CH:9][C:5]([C:6]([OH:8])=[O:7])=[C:4]([CH3:12])[CH:3]=1, predict the reactants needed to synthesize it. The reactants are: [Cl:1][C:2]1[C:10](I)=[CH:9][C:5]([C:6]([OH:8])=[O:7])=[C:4]([CH3:12])[CH:3]=1.C1(C2C(C=O)=CC([C:21](O)=[O:22])=C(C)C=2)CCC1. (5) Given the product [Br:1][C:2]1[CH:3]=[C:4]([C:11]([N:13]2[CH2:18][CH2:17][O:16][C:15]3[N:19]=[CH:20][C:21]([C:23]4[CH:28]=[CH:27][CH:26]=[CH:25][C:24]=4[C:29]([F:30])([F:32])[F:31])=[CH:22][C:14]2=3)=[O:12])[CH:5]=[C:6]([Br:10])[C:7]=1[OH:8], predict the reactants needed to synthesize it. The reactants are: [Br:1][C:2]1[CH:3]=[C:4]([C:11]([N:13]2[CH2:18][CH2:17][O:16][C:15]3[N:19]=[CH:20][C:21]([C:23]4[CH:28]=[CH:27][CH:26]=[CH:25][C:24]=4[C:29]([F:32])([F:31])[F:30])=[CH:22][C:14]2=3)=[O:12])[CH:5]=[C:6]([Br:10])[C:7]=1[O:8]C.[Br-].[Li+].N1CCNCC1.Cl. (6) Given the product [C:1]([C:3]1[C:4]2[NH:13][C:14](=[O:15])[N:16]([CH:17]3[CH2:18][CH2:19][N:20]([C:23]([O:25][CH2:26][C:27]4[CH:32]=[CH:31][CH:30]=[CH:29][CH:28]=4)=[O:24])[CH2:21][CH2:22]3)[C:9](=[O:10])[C:5]=2[NH:6][C:7]=1[CH3:8])#[N:2], predict the reactants needed to synthesize it. The reactants are: [C:1]([C:3]1[C:4]([NH:13][C:14]([NH:16][CH:17]2[CH2:22][CH2:21][N:20]([C:23]([O:25][CH2:26][C:27]3[CH:32]=[CH:31][CH:30]=[CH:29][CH:28]=3)=[O:24])[CH2:19][CH2:18]2)=[O:15])=[C:5]([C:9](OC)=[O:10])[NH:6][C:7]=1[CH3:8])#[N:2].C(=O)([O-])[O-].[K+].[K+].CO. (7) The reactants are: [NH2:1][C:2]1[N:7]=[C:6]([CH3:8])[N:5]=[C:4]([C:9]2[N:13]3[N:14]=[CH:15][CH:16]=[CH:17][C:12]3=[N:11][C:10]=2[NH:18][C:19]2[CH:23]=[CH:22][NH:21][N:20]=2)[CH:3]=1.[C:24](Cl)(=[O:32])[O:25][C:26]1[CH:31]=[CH:30][CH:29]=[CH:28][CH:27]=1.CCN(C(C)C)C(C)C.N1C=CC=N1. Given the product [NH2:1][C:2]1[N:7]=[C:6]([CH3:8])[N:5]=[C:4]([C:9]2[N:13]3[N:14]=[CH:15][CH:16]=[CH:17][C:12]3=[N:11][C:10]=2[NH:18][C:19]2[CH:23]=[CH:22][N:21]([C:24]([O:25][C:26]3[CH:31]=[CH:30][CH:29]=[CH:28][CH:27]=3)=[O:32])[N:20]=2)[CH:3]=1, predict the reactants needed to synthesize it.